From a dataset of Reaction yield outcomes from USPTO patents with 853,638 reactions. Predict the reaction yield, written as a fraction of the theoretical maximum amount of product (1.0 means a 100% yield; for example, 0.34 means a 34% yield). (1) The reactants are [Cl:1][C:2]1[C:27]([C:28]#[N:29])=[N:26][C:5]2[N:6]=[C:7]([N:13]3[CH2:16][CH:15]([N:17](C)[C:18](=O)OC(C)(C)C)[CH2:14]3)[C:8]3[N:9]([CH:10]=[N:11][N:12]=3)[C:4]=2[CH:3]=1.C(O)(C(F)(F)F)=O. The catalyst is C(Cl)Cl. The product is [Cl:1][C:2]1[C:27]([C:28]#[N:29])=[N:26][C:5]2[N:6]=[C:7]([N:13]3[CH2:14][CH:15]([NH:17][CH3:18])[CH2:16]3)[C:8]3[N:9]([CH:10]=[N:11][N:12]=3)[C:4]=2[CH:3]=1. The yield is 0.410. (2) The reactants are [O:1]1[CH2:6][CH2:5][N:4]([C:7]2[N:12]=[C:11]([N:13]3[CH2:18][CH2:17][O:16][CH2:15][CH2:14]3)[N:10]=[C:9]([C:19]3[CH:24]=[CH:23][C:22]([NH:25][C:26](=[O:37])[NH:27][C:28]4[CH:36]=[CH:35][C:31]([C:32]([OH:34])=O)=[CH:30][CH:29]=4)=[CH:21][CH:20]=3)[N:8]=2)[CH2:3][CH2:2]1.CCN(C(C)C)C(C)C.CN(C(ON1N=NC2C=CC=CC1=2)=[N+](C)C)C.F[P-](F)(F)(F)(F)F.[CH3:71][N:72]([CH3:77])[CH2:73][CH2:74][NH:75][CH3:76]. The catalyst is CN1C(=O)CCC1. The product is [CH3:71][N:72]([CH3:77])[CH2:73][CH2:74][N:75]([CH3:76])[C:32](=[O:34])[C:31]1[CH:35]=[CH:36][C:28]([NH:27][C:26]([NH:25][C:22]2[CH:21]=[CH:20][C:19]([C:9]3[N:10]=[C:11]([N:13]4[CH2:14][CH2:15][O:16][CH2:17][CH2:18]4)[N:12]=[C:7]([N:4]4[CH2:5][CH2:6][O:1][CH2:2][CH2:3]4)[N:8]=3)=[CH:24][CH:23]=2)=[O:37])=[CH:29][CH:30]=1. The yield is 0.500. (3) The reactants are Br[C:2]1[C:3]([NH2:11])=[N:4][CH:5]=[C:6](Br)[C:7]=1[CH2:8][CH3:9].[OH:12][C:13]1[CH:18]=[CH:17][C:16](B(O)O)=[CH:15][CH:14]=1.[C:22]([O-:25])([O-])=O.[Na+].[Na+]. The catalyst is O1CCOCC1.O.Cl[Pd](Cl)([P](C1C=CC=CC=1)(C1C=CC=CC=1)C1C=CC=CC=1)[P](C1C=CC=CC=1)(C1C=CC=CC=1)C1C=CC=CC=1. The product is [NH2:11][C:3]1[N:4]=[CH:5][C:6]([C:16]2[CH:17]=[CH:18][C:13]([OH:12])=[CH:14][CH:15]=2)=[C:7]([CH2:8][CH3:9])[C:2]=1[C:7]1[CH:6]=[CH:5][C:22]([OH:25])=[CH:3][CH:2]=1. The yield is 0.690.